Dataset: Full USPTO retrosynthesis dataset with 1.9M reactions from patents (1976-2016). Task: Predict the reactants needed to synthesize the given product. (1) Given the product [Cl:1][C:2]1[CH:3]=[CH:4][C:5]([CH2:6][NH:7][C:8]([C:10]2[C:11](=[O:24])[C:12]3[CH:21]=[C:20]([CH2:22][O:35][CH2:34][C@@H:33]([OH:36])[C:27]4[CH:32]=[CH:31][CH:30]=[CH:29][CH:28]=4)[S:19][C:13]=3[N:14]([CH2:16][CH2:17][CH3:18])[CH:15]=2)=[O:9])=[CH:25][CH:26]=1, predict the reactants needed to synthesize it. The reactants are: [Cl:1][C:2]1[CH:26]=[CH:25][C:5]([CH2:6][NH:7][C:8]([C:10]2[C:11](=[O:24])[C:12]3[CH:21]=[C:20]([CH2:22]Cl)[S:19][C:13]=3[N:14]([CH2:16][CH2:17][CH3:18])[CH:15]=2)=[O:9])=[CH:4][CH:3]=1.[C:27]1([C@H:33]([OH:36])[CH2:34][OH:35])[CH:32]=[CH:31][CH:30]=[CH:29][CH:28]=1. (2) Given the product [CH:11]1[C:12]([C:15]#[N:16])=[CH:13][C:14]2[C:6]([CH2:5][CH2:4][CH2:3][CH2:2][N:20]3[CH2:21][CH2:22][N:17]([C:23]4[CH:24]=[CH:25][C:26]5[O:30][C:29]([C:31]([NH2:33])=[O:32])=[CH:28][C:27]=5[CH:34]=4)[CH2:18][CH2:19]3)=[CH:7][NH:8][C:9]=2[CH:10]=1, predict the reactants needed to synthesize it. The reactants are: Cl[CH2:2][CH2:3][CH2:4][CH2:5][C:6]1[C:14]2[C:9](=[CH:10][CH:11]=[C:12]([C:15]#[N:16])[CH:13]=2)[NH:8][CH:7]=1.[N:17]1([C:23]2[CH:24]=[CH:25][C:26]3[O:30][C:29]([C:31]([NH2:33])=[O:32])=[CH:28][C:27]=3[CH:34]=2)[CH2:22][CH2:21][NH:20][CH2:19][CH2:18]1.C(N(C(C)C)CC)(C)C.CN1CCCC1=O. (3) Given the product [Br:14][C:9]1[CH:8]=[CH:7][N:6]=[C:5]2[S:4][CH:3]=[C:2]([CH3:1])[C:10]=12, predict the reactants needed to synthesize it. The reactants are: [CH3:1][C:2]1[C:10]2[C:9](O)=[CH:8][CH:7]=[N:6][C:5]=2[S:4][CH:3]=1.P(Br)(Br)([Br:14])=O. (4) Given the product [C:1]([C:3]1[CH:4]=[N:5][C:6]2[C:11]([C:12]=1[NH:13][C:14]1[CH:19]=[CH:18][C:17]([CH:30]=[CH:29][C:28]#[N:31])=[C:16]3[O:21][CH2:22][O:23][C:15]=13)=[CH:10][C:9]([O:24][CH3:25])=[C:8]([O:26][CH3:27])[CH:7]=2)#[N:2], predict the reactants needed to synthesize it. The reactants are: [C:1]([C:3]1[CH:4]=[N:5][C:6]2[C:11]([C:12]=1[NH:13][C:14]1[CH:19]=[CH:18][C:17](I)=[C:16]3[O:21][CH2:22][O:23][C:15]=13)=[CH:10][C:9]([O:24][CH3:25])=[C:8]([O:26][CH3:27])[CH:7]=2)#[N:2].[C:28](#[N:31])[CH:29]=[CH2:30].C(N(CC)CC)C. (5) Given the product [CH3:75][NH:76][C:27]([C:21]1[C:20]([C:17]2[CH:16]=[CH:15][C:14]([N:13]3[C:12]4[CH:30]=[CH:31][CH:32]=[CH:33][C:11]=4[N:10]([CH2:34][C:35]4[CH:40]=[CH:39][CH:38]=[CH:37][C:36]=4[Cl:41])[C:9]3=[NH:8])=[CH:19][CH:18]=2)=[CH:25][C:24]([Cl:26])=[CH:23][CH:22]=1)=[O:28], predict the reactants needed to synthesize it. The reactants are: C(OC(/[N:8]=[C:9]1\[N:10]([CH2:34][C:35]2[CH:40]=[CH:39][CH:38]=[CH:37][C:36]=2[Cl:41])[C:11]2[CH:33]=[CH:32][CH:31]=[CH:30][C:12]=2[N:13]\1[C:14]1[CH:19]=[CH:18][C:17]([C:20]2[C:21]([C:27](O)=[O:28])=[CH:22][CH:23]=[C:24]([Cl:26])[CH:25]=2)=[CH:16][CH:15]=1)=O)(C)(C)C.CN(C(ON1N=NC2C=CC=NC1=2)=[N+](C)C)C.F[P-](F)(F)(F)(F)F.CCN(C(C)C)C(C)C.[CH3:75][NH2:76].C1COCC1. (6) Given the product [CH3:21][N:19]1[C:18](=[O:22])[CH:17]=[CH:16][C:15]([N:12]2[CH2:13][CH2:14][CH:9]([CH:8]=[O:7])[CH2:10][CH2:11]2)=[N:20]1, predict the reactants needed to synthesize it. The reactants are: C(Cl)(=O)C(Cl)=O.[OH:7][CH2:8][CH:9]1[CH2:14][CH2:13][N:12]([C:15]2[CH:16]=[CH:17][C:18](=[O:22])[N:19]([CH3:21])[N:20]=2)[CH2:11][CH2:10]1.C(N(CC)CC)C.O. (7) Given the product [Br:8][C:9]1[CH:14]=[CH:13][C:12]([O:15][CH2:16][C:4]2[CH:3]=[N:2][CH:7]=[CH:6][CH:5]=2)=[CH:11][CH:10]=1, predict the reactants needed to synthesize it. The reactants are: Cl.[N:2]1[CH:7]=[CH:6][CH:5]=[CH:4][CH:3]=1.[Br:8][C:9]1[CH:14]=[CH:13][C:12]([OH:15])=[CH:11][CH:10]=1.[C:16](=O)([O-])[O-].[K+].[K+].